Dataset: Catalyst prediction with 721,799 reactions and 888 catalyst types from USPTO. Task: Predict which catalyst facilitates the given reaction. (1) Reactant: [C:1]([O:5][C:6](=[O:9])[CH2:7]Br)([CH3:4])([CH3:3])[CH3:2].[CH3:10][CH:11]([CH3:22])[CH2:12][CH2:13][O:14][C:15]1[CH:20]=[CH:19][C:18]([NH2:21])=[CH:17][CH:16]=1.C(=O)([O-])[O-].[K+].[K+]. Product: [CH3:10][CH:11]([CH3:22])[CH2:12][CH2:13][O:14][C:15]1[CH:16]=[CH:17][C:18]([NH:21][CH2:7][C:6]([O:5][C:1]([CH3:4])([CH3:3])[CH3:2])=[O:9])=[CH:19][CH:20]=1. The catalyst class is: 9. (2) Reactant: [CH3:1][O:2][C:3]([C:5]1[S:12][C:11]2[C:10]([C:13]3[NH:14][C:15]4[C:20]([CH:21]=3)=[CH:19][C:18]([C:22](C)(C)[O:23][SiH2]C(C)(C)C)=[CH:17][CH:16]=4)=[N:9][NH:8][C:7]=2[CH:6]=1)=[O:4].[F-].C([N+](CCCC)(CCCC)CCCC)CCC. Product: [CH3:1][O:2][C:3]([C:5]1[S:12][C:11]2[C:10]([C:13]3[NH:14][C:15]4[C:20]([CH:21]=3)=[CH:19][C:18]([CH2:22][OH:23])=[CH:17][CH:16]=4)=[N:9][NH:8][C:7]=2[CH:6]=1)=[O:4]. The catalyst class is: 54.